From a dataset of Reaction yield outcomes from USPTO patents with 853,638 reactions. Predict the reaction yield, written as a fraction of the theoretical maximum amount of product (1.0 means a 100% yield; for example, 0.34 means a 34% yield). (1) The reactants are [CH:1]1([CH2:11][OH:12])[C:10]2[C:5](=[CH:6][CH:7]=[CH:8][CH:9]=2)[CH2:4][CH2:3][CH2:2]1.Cl[C:14]1[N:15]=[C:16]([OH:24])[C:17]2[CH:23]=[CH:22][N:21]=[CH:20][C:18]=2[N:19]=1. No catalyst specified. The product is [CH:1]1([CH2:11][O:12][C:14]2[N:15]=[C:16]([OH:24])[C:17]3[CH:23]=[CH:22][N:21]=[CH:20][C:18]=3[N:19]=2)[C:10]2[C:5](=[CH:6][CH:7]=[CH:8][CH:9]=2)[CH2:4][CH2:3][CH2:2]1. The yield is 0.0600. (2) The reactants are [OH:1][N:2]([CH3:17])[C:3](=[NH:16])[C:4]1[CH:9]=[CH:8][CH:7]=[CH:6][C:5]=1[N:10]1[CH2:15][CH2:14][O:13][CH2:12][CH2:11]1.[C:18]([C:25]([O:27][CH2:28][CH3:29])=[O:26])#[C:19][C:20]([O:22][CH2:23][CH3:24])=[O:21]. The catalyst is C(O)C. The product is [CH2:28]([O:27][C:25]([C:18]1([CH2:19][C:20]([O:22][CH2:23][CH3:24])=[O:21])[O:1][N:2]([CH3:17])[C:3]([C:4]2[CH:9]=[CH:8][CH:7]=[CH:6][C:5]=2[N:10]2[CH2:15][CH2:14][O:13][CH2:12][CH2:11]2)=[N:16]1)=[O:26])[CH3:29]. The yield is 0.450. (3) The reactants are [CH2:1]([O:3][C:4](=[O:13])[C:5]1[CH:10]=[CH:9][C:8]([F:11])=[C:7]([OH:12])[CH:6]=1)[CH3:2].[H-].[Na+].Cl[C:17]1[CH:22]=[N:21][CH:20]=[CH:19][N:18]=1.[Na+].[Cl-]. The catalyst is CN(C)C=O.C(O)(=O)C. The product is [F:11][C:8]1[CH:9]=[CH:10][C:5]([C:4]([O:3][CH2:1][CH3:2])=[O:13])=[CH:6][C:7]=1[O:12][C:17]1[CH:22]=[N:21][CH:20]=[CH:19][N:18]=1. The yield is 0.500. (4) The reactants are C(O[C:6]([N:8]1[CH2:13][CH2:12][C:11](=[C:14]([C:21]2[CH:26]=[CH:25][CH:24]=[CH:23][CH:22]=2)[C:15]2[N:16]=[CH:17][N:18]([CH3:20])[CH:19]=2)[CH2:10][CH2:9]1)=[O:7])(C)(C)C.C(O)(C(F)(F)F)=O.Cl.[CH3:35][O:36][C:37]1[CH:45]=[N:44][C:43]([N:46]2[CH:50]=[N:49][C:48]([CH3:51])=[N:47]2)=[C:42]2[C:38]=1[C:39]([C:52](=[O:56])C(O)=O)=[CH:40][NH:41]2.C(N(CC)CC)(C)C.C1N(P(Cl)(N2C(=O)OCC2)=O)C(=O)OC1. The catalyst is C(Cl)Cl. The product is [C:21]1([C:14](=[C:11]2[CH2:12][CH2:13][N:8]([C:6](=[O:7])[C:52]([C:39]3[C:38]4[C:42](=[C:43]([N:46]5[CH:50]=[N:49][C:48]([CH3:51])=[N:47]5)[N:44]=[CH:45][C:37]=4[O:36][CH3:35])[NH:41][CH:40]=3)=[O:56])[CH2:9][CH2:10]2)[C:15]2[N:16]=[CH:17][N:18]([CH3:20])[CH:19]=2)[CH:26]=[CH:25][CH:24]=[CH:23][CH:22]=1. The yield is 0.500. (5) The reactants are C(OC([N:8]1[C:16]2[C:11](=[CH:12][CH:13]=[C:14]([Cl:17])[CH:15]=2)/[C:10](=[CH:18]/[C:19]2[CH:24]=[CH:23][CH:22]=[C:21]([Cl:25])[CH:20]=2)/[C:9]1=[O:26])=O)(C)(C)C.[Br:27][C:28]1[CH:29]=[CH:30][C:31]([O:43][CH:44]2[CH2:49][CH2:48][O:47][CH2:46][CH2:45]2)=[C:32]([CH:34]=[N:35][C:36]([O:38][Si](C)(C)C)=[CH2:37])[CH:33]=1. The catalyst is C1(C)C=CC=CC=1.ClCCl. The product is [Br:27][C:28]1[CH:29]=[CH:30][C:31]([O:43][CH:44]2[CH2:45][CH2:46][O:47][CH2:48][CH2:49]2)=[C:32]([CH:34]2[C:10]3([C:11]4[C:16](=[CH:15][C:14]([Cl:17])=[CH:13][CH:12]=4)[NH:8][C:9]3=[O:26])[CH:18]([C:19]3[CH:24]=[CH:23][CH:22]=[C:21]([Cl:25])[CH:20]=3)[CH2:37][C:36](=[O:38])[NH:35]2)[CH:33]=1. The yield is 0.490.